From a dataset of Forward reaction prediction with 1.9M reactions from USPTO patents (1976-2016). Predict the product of the given reaction. (1) Given the reactants C(O[C:5](=[O:7])[CH3:6])(=O)C.Cl.[NH2:9][CH2:10][CH2:11][CH2:12][NH:13][C:14]1[C:19]([C:20]2[CH:21]=[N:22][CH:23]=[N:24][CH:25]=2)=[CH:18][N:17]=[C:16]([NH:26][C:27]2[CH:32]=[CH:31][C:30]([F:33])=[C:29]([Cl:34])[CH:28]=2)[N:15]=1.C(N(CC)CC)C, predict the reaction product. The product is: [Cl:34][C:29]1[CH:28]=[C:27]([NH:26][C:16]2[N:15]=[C:14]([NH:13][CH2:12][CH2:11][CH2:10][NH:9][C:5](=[O:7])[CH3:6])[C:19]([C:20]3[CH:21]=[N:22][CH:23]=[N:24][CH:25]=3)=[CH:18][N:17]=2)[CH:32]=[CH:31][C:30]=1[F:33]. (2) Given the reactants Cl.[O:2]1[C:6]2[CH:7]=[CH:8][CH:9]=[CH:10][C:5]=2[C:4]([CH2:11][CH:12]([F:28])[CH2:13][N:14]2[CH2:19][CH2:18][CH:17]([NH:20]C(=O)OC(C)(C)C)[CH2:16][CH2:15]2)=[CH:3]1, predict the reaction product. The product is: [O:2]1[C:6]2[CH:7]=[CH:8][CH:9]=[CH:10][C:5]=2[C:4]([CH2:11][CH:12]([F:28])[CH2:13][N:14]2[CH2:19][CH2:18][CH:17]([NH2:20])[CH2:16][CH2:15]2)=[CH:3]1.